From a dataset of Full USPTO retrosynthesis dataset with 1.9M reactions from patents (1976-2016). Predict the reactants needed to synthesize the given product. Given the product [Cl:1][C:2]1[C:7]([CH2:8][N:9]([CH3:10])[C:28]([C:20]2[N:19]=[N:18][N:17]([CH2:16][C:15]3[CH:31]=[C:32]([C:34]([F:37])([F:36])[F:35])[CH:33]=[C:13]([C:12]([F:39])([F:11])[F:38])[CH:14]=3)[C:21]=2[C:22]2[CH:27]=[CH:26][CH:25]=[CH:24][CH:23]=2)=[O:30])=[CH:6][CH:5]=[CH:4][N:3]=1, predict the reactants needed to synthesize it. The reactants are: [Cl:1][C:2]1[C:7]([CH2:8][NH:9][CH3:10])=[CH:6][CH:5]=[CH:4][N:3]=1.[F:11][C:12]([F:39])([F:38])[C:13]1[CH:14]=[C:15]([CH:31]=[C:32]([C:34]([F:37])([F:36])[F:35])[CH:33]=1)[CH2:16][N:17]1[C:21]([C:22]2[CH:27]=[CH:26][CH:25]=[CH:24][CH:23]=2)=[C:20]([C:28]([OH:30])=O)[N:19]=[N:18]1.CCN=C=NCCCN(C)C.ON1C2N=CC=CC=2N=N1.C(N(CC)C(C)C)(C)C.